This data is from Catalyst prediction with 721,799 reactions and 888 catalyst types from USPTO. The task is: Predict which catalyst facilitates the given reaction. (1) Reactant: [CH:1]([C:3]1(O)[CH2:7][CH2:6][CH2:5][CH2:4]1)=[CH2:2].C[O:10][C:11]([CH3:13])=[CH2:12].P(=O)(O)(O)O.C(N(CC)CC)C. Product: [C:3]1(=[CH:1][CH2:2][CH2:12][C:11](=[O:10])[CH3:13])[CH2:7][CH2:6][CH2:5][CH2:4]1. The catalyst class is: 237. (2) Reactant: [CH:1]([C:3]1[CH:10]=[CH:9][C:6]([C:7]#[N:8])=[CH:5][CH:4]=1)=[O:2].[CH3:11][CH2:12][OH:13]. Product: [CH:1]([C:3]1[CH:10]=[CH:9][C:6]([C:7](=[NH:8])[O:13][CH2:12][CH3:11])=[CH:5][CH:4]=1)=[O:2]. The catalyst class is: 22.